Dataset: Forward reaction prediction with 1.9M reactions from USPTO patents (1976-2016). Task: Predict the product of the given reaction. (1) The product is: [C:9]([O:7][C@H:3]1[CH2:4][CH2:5][CH2:6][C@@H:1]([O:8][C:15](=[O:19])[CH3:16])[CH2:2]1)(=[O:11])[CH3:10]. Given the reactants [C@H:1]1([OH:8])[CH2:6][CH2:5][CH2:4][C@H:3]([OH:7])[CH2:2]1.[C:9](OC=C)(=[O:11])[CH3:10].[C:15]([O:19]C)(C)(C)[CH3:16], predict the reaction product. (2) Given the reactants [CH2:1]([C@@:5]12[C@H:20]([CH2:21][CH2:22][CH3:23])[C:19](=[O:24])[CH:18]=[C:6]1[C:7]1[CH:8]=[CH:9][C:10]([O:14]COC)=[CH:11][C:12]=1[CH2:13]2)[CH2:2][CH2:3][CH3:4].Cl, predict the reaction product. The product is: [CH2:1]([C@@:5]12[C@H:20]([CH2:21][CH2:22][CH3:23])[C:19](=[O:24])[CH:18]=[C:6]1[C:7]1[CH:8]=[CH:9][C:10]([OH:14])=[CH:11][C:12]=1[CH2:13]2)[CH2:2][CH2:3][CH3:4].